Dataset: Full USPTO retrosynthesis dataset with 1.9M reactions from patents (1976-2016). Task: Predict the reactants needed to synthesize the given product. (1) Given the product [Si:1]([O:8][CH2:9][C:10]1[O:14][N:13]=[C:12]([CH2:15][Cl:26])[CH:11]=1)([C:4]([CH3:7])([CH3:6])[CH3:5])([CH3:3])[CH3:2], predict the reactants needed to synthesize it. The reactants are: [Si:1]([O:8][CH2:9][C:10]1[O:14][N:13]=[C:12]([CH2:15]O)[CH:11]=1)([C:4]([CH3:7])([CH3:6])[CH3:5])([CH3:3])[CH3:2].C1(C)C=CC(S([Cl:26])(=O)=O)=CC=1.O. (2) The reactants are: [Cl:1][C:2]1[CH:3]=[C:4]([N:22]2[C:27](=[O:28])[NH:26][C:25](=[O:29])[C:24]([C:30]#[N:31])=[N:23]2)[CH:5]=[C:6]([Cl:21])[C:7]=1[O:8][C:9]1[CH:14]=[C:13]([CH:15]([CH3:17])[CH3:16])[C:12](=[O:18])[N:11]([CH2:19]O)[N:10]=1.S(Cl)([Cl:34])=O. Given the product [Cl:21][C:6]1[CH:5]=[C:4]([N:22]2[C:27](=[O:28])[NH:26][C:25](=[O:29])[C:24]([C:30]#[N:31])=[N:23]2)[CH:3]=[C:2]([Cl:1])[C:7]=1[O:8][C:9]1[CH:14]=[C:13]([CH:15]([CH3:17])[CH3:16])[C:12](=[O:18])[N:11]([CH2:19][Cl:34])[N:10]=1, predict the reactants needed to synthesize it.